This data is from Catalyst prediction with 721,799 reactions and 888 catalyst types from USPTO. The task is: Predict which catalyst facilitates the given reaction. (1) Reactant: [N+:1]([C:4]1[S:8][CH:7]=[C:6]([C:9]([OH:11])=O)[CH:5]=1)([O-:3])=[O:2].C(Cl)(=O)C([Cl:15])=O. Product: [N+:1]([C:4]1[S:8][CH:7]=[C:6]([C:9]([Cl:15])=[O:11])[CH:5]=1)([O-:3])=[O:2]. The catalyst class is: 4. (2) Reactant: [OH:1][C:2]1[CH:9]=[CH:8][C:5]([CH:6]=[O:7])=[CH:4][CH:3]=1.C(=O)([O-])[O-].[K+].[K+].Br[CH2:17][CH:18]1[CH2:20][CH2:19]1. Product: [CH:18]1([CH2:17][O:1][C:2]2[CH:9]=[CH:8][C:5]([CH:6]=[O:7])=[CH:4][CH:3]=2)[CH2:20][CH2:19]1. The catalyst class is: 21.